This data is from Full USPTO retrosynthesis dataset with 1.9M reactions from patents (1976-2016). The task is: Predict the reactants needed to synthesize the given product. (1) Given the product [CH2:1]([N:8]1[C:16]2[C:11](=[CH:12][CH:13]=[C:14](/[CH:17]=[N:35]/[OH:36])[CH:15]=2)[C:10]([C:19]([NH:21][CH2:22][C:23]2[CH:28]=[CH:27][C:26]([F:29])=[C:25]([F:30])[CH:24]=2)=[O:20])=[C:9]1[CH:31]([CH3:33])[CH3:32])[C:2]1[CH:7]=[CH:6][CH:5]=[CH:4][CH:3]=1, predict the reactants needed to synthesize it. The reactants are: [CH2:1]([N:8]1[C:16]2[C:11](=[CH:12][CH:13]=[C:14]([CH:17]=O)[CH:15]=2)[C:10]([C:19]([NH:21][CH2:22][C:23]2[CH:28]=[CH:27][C:26]([F:29])=[C:25]([F:30])[CH:24]=2)=[O:20])=[C:9]1[CH:31]([CH3:33])[CH3:32])[C:2]1[CH:7]=[CH:6][CH:5]=[CH:4][CH:3]=1.Cl.[NH2:35][OH:36].N1C=CC=CC=1. (2) Given the product [CH:1]([O:4][C:5]1[CH:6]=[CH:7][C:8]([CH3:12])=[C:9]([CH:10]=1)[O:11][C:14]1[S:15][CH:16]=[C:17]([C:19]([NH:21][C:22]2[C:23]([O:44][CH3:45])=[N:24][C:25]([NH:30][CH2:31][CH2:32][N:33]([CH:41]([CH3:42])[CH3:43])[C:34](=[O:40])[O:35][C:36]([CH3:38])([CH3:39])[CH3:37])=[N:26][C:27]=2[O:28][CH3:29])=[O:20])[N:18]=1)([CH3:3])[CH3:2], predict the reactants needed to synthesize it. The reactants are: [CH:1]([O:4][C:5]1[CH:6]=[CH:7][C:8]([CH3:12])=[C:9]([OH:11])[CH:10]=1)([CH3:3])[CH3:2].Br[C:14]1[S:15][CH:16]=[C:17]([C:19]([NH:21][C:22]2[C:23]([O:44][CH3:45])=[N:24][C:25]([NH:30][CH2:31][CH2:32][N:33]([CH:41]([CH3:43])[CH3:42])[C:34](=[O:40])[O:35][C:36]([CH3:39])([CH3:38])[CH3:37])=[N:26][C:27]=2[O:28][CH3:29])=[O:20])[N:18]=1.C(C1C=C(C=CC=1)OC1OC=C(C(OCC)=O)N=1)(C)(C)C. (3) Given the product [NH2:16][C:14]1[CH:13]=[N:12][N:11]([CH2:10][CH2:9][NH:8][C:5]2[CH:4]=[CH:3][C:2]([F:1])=[CH:7][N:6]=2)[CH:15]=1, predict the reactants needed to synthesize it. The reactants are: [F:1][C:2]1[CH:3]=[CH:4][C:5]([NH:8][CH2:9][CH2:10][N:11]2[CH:15]=[C:14]([N+:16]([O-])=O)[CH:13]=[N:12]2)=[N:6][CH:7]=1. (4) Given the product [NH2:13][C:7]1[N:6]=[C:5]2[N:4]([C@@H:17]3[O:31][C@H:30]([CH2:32][O:33][C:34](=[O:35])[C:51]4[CH:52]=[CH:53][C:47]([CH3:48])=[CH:49][CH:50]=4)[CH:19]([O:20][C:21]([C:23]4[CH:28]=[CH:27][C:26]([CH3:55])=[CH:25][CH:24]=4)=[O:22])[CH2:18]3)[N:3]=[C:2]([I:1])[C:10]2=[C:9]([O:11][CH3:12])[N:8]=1, predict the reactants needed to synthesize it. The reactants are: [I:1][C:2]1[C:10]2[C:5](=[N:6][C:7]([NH2:13])=[N:8][C:9]=2[O:11][CH3:12])[NH:4][N:3]=1.[OH-].[K+].Cl[CH:17]1[O:31][C@H:30]([CH2:32][O:33][C:34](C2C(C)=CC=CC=2)=[O:35])[C@@H:19]([O:20][C:21]([C:23]2[C:24](C)=[CH:25][CH:26]=[CH:27][CH:28]=2)=[O:22])[CH2:18]1.C(O[CH2:47][CH3:48])(=O)C.[CH3:49][CH2:50][CH2:51][CH2:52][CH2:53]C.[CH3:55]O. (5) Given the product [F:1][C:2]1[CH:3]=[CH:4][C:5]([C:8]2[C:12]([CH2:13][O:14][C:15]3[CH:23]=[CH:22][C:18]([C:19]([NH:64][C:62]4[CH:61]=[N:60][N:59]([CH3:58])[CH:63]=4)=[O:20])=[CH:17][N:16]=3)=[C:11]([CH2:24][OH:25])[O:10][N:9]=2)=[CH:6][CH:7]=1, predict the reactants needed to synthesize it. The reactants are: [F:1][C:2]1[CH:7]=[CH:6][C:5]([C:8]2[C:12]([CH2:13][O:14][C:15]3[CH:23]=[CH:22][C:18]([C:19](O)=[O:20])=[CH:17][N:16]=3)=[C:11]([CH2:24][OH:25])[O:10][N:9]=2)=[CH:4][CH:3]=1.O.ON1C2C=CC=CC=2N=N1.C(N(C(C)C)C(C)C)C.Cl.CN(C)CCCN=C=NCC.[CH3:58][N:59]1[CH:63]=[C:62]([NH2:64])[CH:61]=[N:60]1. (6) Given the product [CH3:29][C:28]1[CH:27]=[CH:26][C:10]([CH2:11][N:12]2[CH2:17][CH2:16][NH:15][CH2:14][C@@H:13]2[CH3:25])=[CH:9][C:8]=1[C:6]1[CH:5]=[CH:4][N:3]=[C:2]([NH:30][CH2:31][CH2:32][C:33]2[CH:38]=[CH:37][C:36]([OH:39])=[CH:35][CH:34]=2)[N:7]=1, predict the reactants needed to synthesize it. The reactants are: Cl[C:2]1[N:7]=[C:6]([C:8]2[CH:9]=[C:10]([CH:26]=[CH:27][C:28]=2[CH3:29])[CH2:11][N:12]2[CH2:17][CH2:16][N:15](C(OC(C)(C)C)=O)[CH2:14][C@@H:13]2[CH3:25])[CH:5]=[CH:4][N:3]=1.[NH2:30][CH2:31][CH2:32][C:33]1[CH:38]=[CH:37][C:36]([OH:39])=[CH:35][CH:34]=1. (7) Given the product [Cl:3][C:4]1[C:8]([N:9]([CH2:10][CH3:18])[C:26](=[O:27])[CH:25]([O:24][CH3:23])[CH2:29][S:30][CH3:31])=[CH:7][N:6]([C:11]2[CH:12]=[N:13][CH:14]=[CH:15][CH:16]=2)[N:5]=1, predict the reactants needed to synthesize it. The reactants are: Cl.Cl.[Cl:3][C:4]1[C:8]([NH:9][CH3:10])=[CH:7][N:6]([C:11]2[CH:12]=[N:13][CH:14]=[CH:15][CH:16]=2)[N:5]=1.N1C=CC=C[CH:18]=1.[CH3:23][O:24][CH:25]([CH2:29][S:30][CH3:31])[C:26](O)=[O:27].Cl.C(N=C=NCCCN(C)C)C.